This data is from Forward reaction prediction with 1.9M reactions from USPTO patents (1976-2016). The task is: Predict the product of the given reaction. (1) Given the reactants [CH:1]1([CH2:7][CH2:8][O:9][C:10]([C:12]2[CH:17]=[C:16]([N+:18]([O-:20])=[O:19])[C:15]([S:21]([O-:24])(=[O:23])=[O:22])=[C:14]([N+:25]([O-:27])=[O:26])[CH:13]=2)=[O:11])[CH2:6][CH2:5][CH2:4][CH2:3][CH2:2]1.[Na+], predict the reaction product. The product is: [S:21]([C:15]1[C:16]([N+:18]([O-:20])=[O:19])=[CH:17][C:12]([C:10]([O:9][CH2:8][CH2:7][CH:1]2[CH2:2][CH2:3][CH2:4][CH2:5][CH2:6]2)=[O:11])=[CH:13][C:14]=1[N+:25]([O-:27])=[O:26])([OH:24])(=[O:23])=[O:22]. (2) Given the reactants Cl[C:2]1[CH:3]=[CH:4][C:5]2[N:6]=[C:7]([NH:16][CH:17]([C:19]3[CH:24]=[CH:23][C:22]([S:25]([NH2:28])(=[O:27])=[O:26])=[CH:21][CH:20]=3)[CH3:18])[N:8]=[C:9]([O:12][CH:13]3[CH2:15][CH2:14]3)[C:10]=2[N:11]=1.[C:29]([CH:31]1[CH2:33][CH2:32]1)#[CH:30].O, predict the reaction product. The product is: [CH:13]1([O:12][C:9]2[C:10]3[N:11]=[C:2]([C:30]#[C:29][CH:31]4[CH2:33][CH2:32]4)[CH:3]=[CH:4][C:5]=3[N:6]=[C:7]([NH:16][C@@H:17]([C:19]3[CH:24]=[CH:23][C:22]([S:25]([NH2:28])(=[O:27])=[O:26])=[CH:21][CH:20]=3)[CH3:18])[N:8]=2)[CH2:15][CH2:14]1. (3) Given the reactants [C:1]1([C:7]#[C:8][C:9]2[N:14]=[C:13]([NH2:15])[CH:12]=[C:11]([C:16]3[CH:21]=[CH:20][N:19]=[CH:18][CH:17]=3)[CH:10]=2)[CH:6]=[CH:5][CH:4]=[CH:3][CH:2]=1.[Br:22]N1C(=O)CCC1=O, predict the reaction product. The product is: [Br:22][C:10]1[C:11]([C:16]2[CH:17]=[CH:18][N:19]=[CH:20][CH:21]=2)=[CH:12][C:13]([NH2:15])=[N:14][C:9]=1[C:8]#[C:7][C:1]1[CH:2]=[CH:3][CH:4]=[CH:5][CH:6]=1. (4) Given the reactants [C:1]1([C:7]2[CH:8]=[C:9]3[C:14](=[N:15][CH:16]=2)[N:13]([CH3:17])[C:12](=[O:18])[C:11]([C:19]([NH:21][CH2:22][C:23]([O:25]C(C)(C)C)=[O:24])=[O:20])=[C:10]3[OH:30])[CH2:6][CH2:5][CH2:4][CH2:3][CH:2]=1.C(O)(C(F)(F)F)=O, predict the reaction product. The product is: [C:1]1([C:7]2[CH:8]=[C:9]3[C:14](=[N:15][CH:16]=2)[N:13]([CH3:17])[C:12](=[O:18])[C:11]([C:19]([NH:21][CH2:22][C:23]([OH:25])=[O:24])=[O:20])=[C:10]3[OH:30])[CH2:6][CH2:5][CH2:4][CH2:3][CH:2]=1. (5) Given the reactants [C:1]([C:7]1[CH:18]=[CH:17][CH:16]=[CH:15][C:8]=1[C:9](N(C)OC)=[O:10])#[C:2][CH2:3][CH2:4][CH2:5][CH3:6].[F:19][C:20]1[CH:28]=[CH:27][C:23]([CH2:24][Mg]Cl)=[CH:22][CH:21]=1, predict the reaction product. The product is: [F:19][C:20]1[CH:28]=[CH:27][C:23]([CH2:24][C:9]([C:8]2[CH:15]=[CH:16][CH:17]=[CH:18][C:7]=2[C:1]#[C:2][CH2:3][CH2:4][CH2:5][CH3:6])=[O:10])=[CH:22][CH:21]=1. (6) The product is: [Br:19][CH2:13][C:12]([C:3]1[C:2]([F:1])=[C:7]([F:8])[C:6]([N:15]=[N+:16]=[N-:17])=[C:5]([F:10])[C:4]=1[F:11])=[O:14]. Given the reactants [F:1][C:2]1[C:7]([F:8])=[C:6](F)[C:5]([F:10])=[C:4]([F:11])[C:3]=1[C:12](=[O:14])[CH3:13].[N-:15]=[N+:16]=[N-:17].[Na+].[Br-:19], predict the reaction product. (7) Given the reactants [CH:1]1[C:10]2[C:5](=[C:6]([CH:11]([CH3:17])[C:12]([O:14][CH2:15][CH3:16])=[O:13])[CH:7]=[CH:8][CH:9]=2)[CH:4]=[CH:3][N:2]=1.[CH3:18]S(C)=O, predict the reaction product. The product is: [CH:1]1[C:10]2[C:5](=[C:6]([C:11]([CH3:18])([CH3:17])[C:12]([O:14][CH2:15][CH3:16])=[O:13])[CH:7]=[CH:8][CH:9]=2)[CH:4]=[CH:3][N:2]=1.